This data is from Forward reaction prediction with 1.9M reactions from USPTO patents (1976-2016). The task is: Predict the product of the given reaction. (1) Given the reactants [NH2:1][C:2]1[CH:3]=[CH:4][C:5]([N:8]2[C:12]([CH3:13])=[C:11]([C:14]([O:16][CH2:17][CH3:18])=[O:15])[C:10]([CH3:19])=[N:9]2)=[N:6][CH:7]=1.[F:20][C:21]([F:38])([F:37])[C:22]1[CH:23]=[C:24]([N:28]2[CH2:33][CH2:32][CH:31]([C:34](O)=[O:35])[CH2:30][CH2:29]2)[CH:25]=[CH:26][CH:27]=1, predict the reaction product. The product is: [CH2:17]([O:16][C:14]([C:11]1[C:10]([CH3:19])=[N:9][N:8]([C:5]2[CH:4]=[CH:3][C:2]([NH:1][C:34]([CH:31]3[CH2:30][CH2:29][N:28]([C:24]4[CH:25]=[CH:26][CH:27]=[C:22]([C:21]([F:38])([F:20])[F:37])[CH:23]=4)[CH2:33][CH2:32]3)=[O:35])=[CH:7][N:6]=2)[C:12]=1[CH3:13])=[O:15])[CH3:18]. (2) The product is: [ClH:30].[CH3:29][O:28][C:25]1[CH:26]=[CH:27][C:22]([C:16]2[CH:15]=[CH:14][C:13]3[NH:12][C:11]4[CH2:10][CH2:9][NH:8][CH2:21][CH2:20][C:19]=4[C:18]=3[CH:17]=2)=[CH:23][CH:24]=1. Given the reactants C([N:8]1[CH2:21][CH2:20][C:19]2[C:18]3[CH:17]=[C:16]([C:22]4[CH:27]=[CH:26][C:25]([O:28][CH3:29])=[CH:24][CH:23]=4)[CH:15]=[CH:14][C:13]=3[NH:12][C:11]=2[CH2:10][CH2:9]1)C1C=CC=CC=1.[ClH:30], predict the reaction product. (3) Given the reactants C(O)(=O)C.[CH3:5][C:6]1[CH:11]=[CH:10][N:9]=[C:8]([O:12][CH2:13][C:14]2[CH:21]=[CH:20][C:17]([CH:18]=O)=[CH:16][CH:15]=2)[CH:7]=1.[N+:22]([CH3:25])([O-:24])=[O:23].C([O-])(=O)C.[NH4+], predict the reaction product. The product is: [CH3:5][C:6]1[CH:11]=[CH:10][N:9]=[C:8]([O:12][CH2:13][C:14]2[CH:21]=[CH:20][C:17](/[CH:18]=[CH:25]/[N+:22]([O-:24])=[O:23])=[CH:16][CH:15]=2)[CH:7]=1. (4) Given the reactants [Br:1][C:2]1[CH:3]=[C:4]([CH2:8][CH2:9][CH2:10][CH2:11][OH:12])[CH:5]=[CH:6][CH:7]=1.N1C=CN=C1.[Si:18](Cl)([C:31]([CH3:34])([CH3:33])[CH3:32])([C:25]1[CH:30]=[CH:29][CH:28]=[CH:27][CH:26]=1)[C:19]1[CH:24]=[CH:23][CH:22]=[CH:21][CH:20]=1, predict the reaction product. The product is: [Br:1][C:2]1[CH:3]=[C:4]([CH2:8][CH2:9][CH2:10][CH2:11][O:12][Si:18]([C:31]([CH3:34])([CH3:33])[CH3:32])([C:25]2[CH:26]=[CH:27][CH:28]=[CH:29][CH:30]=2)[C:19]2[CH:24]=[CH:23][CH:22]=[CH:21][CH:20]=2)[CH:5]=[CH:6][CH:7]=1. (5) Given the reactants [Cl:1][C:2]1[CH:19]=[CH:18][C:5]([O:6][C:7]2[N:12]=[C:11]([CH2:13][CH2:14][CH3:15])[C:10]([CH2:16][OH:17])=[CH:9][CH:8]=2)=[CH:4][CH:3]=1.C[N+]1([O-])CCOCC1, predict the reaction product. The product is: [Cl:1][C:2]1[CH:19]=[CH:18][C:5]([O:6][C:7]2[CH:8]=[CH:9][C:10]([CH:16]=[O:17])=[C:11]([CH2:13][CH2:14][CH3:15])[N:12]=2)=[CH:4][CH:3]=1. (6) Given the reactants [C:1]([O:5][C:6]([NH:8][NH:9][CH3:10])=[O:7])([CH3:4])([CH3:3])[CH3:2].[CH2:11]1[C:20]2[C:15](=[CH:16][CH:17]=[CH:18][CH:19]=2)[CH2:14][C:13](=[O:21])[O:12]1.C(O)(=O)C, predict the reaction product. The product is: [OH:12][CH2:11][C:20]1[CH:19]=[CH:18][CH:17]=[CH:16][C:15]=1[CH2:14][C:13]([N:9]([CH3:10])[NH:8][C:6]([O:5][C:1]([CH3:4])([CH3:3])[CH3:2])=[O:7])=[O:21]. (7) Given the reactants [CH3:1][C:2]#[C:3][C:4]1[CH:5]=[C:6]([CH3:17])[N:7]=[C:8]([NH:10][C:11]2[CH:12]=[CH:13][CH:14]=[CH:15][CH:16]=2)[N:9]=1.CC1C=CC=CC=1C(NC1C=C(OC(C)C)C=CC=1)=O.CC1C(N(C(COC)=O)C(C(OC)=O)C)=C(C)C=CC=1.CC1(C)C(O)(CN2N=CN=C2)C(CC2C=CC(Cl)=CC=2)CC1.CNC(SC1C=CC(OS(C)(=O)=O)=CC=1)=O.CC1C(C(NC2C=CC=CC=2)=O)=C(C)OC=1C.CC1N=C(C)SC=1C(NC1C=CC=CC=1)=O.CCCCC(C1C=CC(Cl)=CC=1)(C#N)CN1N=CN=C1, predict the reaction product. The product is: [NH:10]([C:8]1[N:7]=[C:6]([CH3:17])[CH:5]=[C:4]([CH:3]2[CH2:1][CH2:2]2)[N:9]=1)[C:11]1[CH:16]=[CH:15][CH:14]=[CH:13][CH:12]=1. (8) Given the reactants [NH2:1][C:2]1[CH:9]=[CH:8][CH:7]=[C:6]([CH2:10][CH2:11][CH:12]2[CH2:17][CH2:16][CH2:15][CH2:14][CH2:13]2)[C:3]=1[C:4]#[N:5].O=[C:19]([CH2:26][C:27]([O:29][CH2:30][CH3:31])=[O:28])[CH2:20][C:21]([O:23][CH2:24][CH3:25])=[O:22], predict the reaction product. The product is: [CH2:30]([O:29][C:27]([C:26]1[C:19]([CH2:20][C:21]([O:23][CH2:24][CH3:25])=[O:22])=[N:1][C:2]2[C:3]([C:4]=1[NH2:5])=[C:6]([CH2:10][CH2:11][CH:12]1[CH2:17][CH2:16][CH2:15][CH2:14][CH2:13]1)[CH:7]=[CH:8][CH:9]=2)=[O:28])[CH3:31]. (9) Given the reactants [H-].[Na+].[NH2:3][C:4]1[CH:11]=[CH:10][C:7]([C:8]#[N:9])=[C:6]([Cl:12])[CH:5]=1.[CH:13]1([CH2:16][N:17]2[C:26](=[O:27])[C:25]3[C:20](=[CH:21][CH:22]=[C:23]([NH:28][C:29]([C@@H:31]4[CH2:35][CH2:34][C:33](=[O:36])[O:32]4)=[O:30])[CH:24]=3)[N:19]([CH2:37][CH3:38])[C:18]2=[O:39])[CH2:15][CH2:14]1.Cl, predict the reaction product. The product is: [Cl:12][C:6]1[CH:5]=[C:4]([NH:3][C:33](=[O:36])[CH2:34][CH2:35][C@H:31]([OH:32])[C:29]([NH:28][C:23]2[CH:24]=[C:25]3[C:20](=[CH:21][CH:22]=2)[N:19]([CH2:37][CH3:38])[C:18](=[O:39])[N:17]([CH2:16][CH:13]2[CH2:14][CH2:15]2)[C:26]3=[O:27])=[O:30])[CH:11]=[CH:10][C:7]=1[C:8]#[N:9]. (10) Given the reactants [CH:1]([N:4]([CH:25]([CH3:27])[CH3:26])[C:5](=[O:24])[CH:6]([C:18]1[CH:19]=[N:20][CH:21]=[CH:22][CH:23]=1)[CH:7]([C:12]1[CH:17]=[CH:16][CH:15]=[CH:14][CH:13]=1)[CH2:8]C(O)=O)([CH3:3])[CH3:2].C1C=CC(P(N=[N+]=[N-])(C2C=CC=CC=2)=[O:35])=CC=1.CC[N:47]([CH2:50]C)CC.[CH3:52][C:53]([OH:56])([CH3:55])[CH3:54], predict the reaction product. The product is: [C:53]([O:56][C:50](=[O:35])[NH:47][CH2:8][CH:7]([C:12]1[CH:13]=[CH:14][CH:15]=[CH:16][CH:17]=1)[CH:6]([C:18]1[CH:19]=[N:20][CH:21]=[CH:22][CH:23]=1)[C:5]([N:4]([CH:25]([CH3:27])[CH3:26])[CH:1]([CH3:2])[CH3:3])=[O:24])([CH3:55])([CH3:54])[CH3:52].